Dataset: Full USPTO retrosynthesis dataset with 1.9M reactions from patents (1976-2016). Task: Predict the reactants needed to synthesize the given product. (1) Given the product [Br:1][C:2]1[CH:7]=[CH:6][C:5]([O:8][CH2:22][CH2:23][N:24]([CH3:26])[CH3:25])=[C:4]([N+:9]([O-:11])=[O:10])[CH:3]=1, predict the reactants needed to synthesize it. The reactants are: [Br:1][C:2]1[CH:7]=[CH:6][C:5]([OH:8])=[C:4]([N+:9]([O-:11])=[O:10])[CH:3]=1.Cl.C(=O)([O-])[O-].[Cs+].[Cs+].[I-].[K+].Cl[CH2:22][CH2:23][N:24]([CH3:26])[CH3:25]. (2) Given the product [Cl:11][C:9]1[S:10][C:5]2[S:4](=[O:13])(=[O:12])[N:3]=[C:2]([NH:14][C:15]([CH3:19])([CH3:18])[CH2:16][OH:17])[NH:7][C:6]=2[CH:8]=1, predict the reactants needed to synthesize it. The reactants are: Cl[C:2]1[NH:7][C:6]2[CH:8]=[C:9]([Cl:11])[S:10][C:5]=2[S:4](=[O:13])(=[O:12])[N:3]=1.[NH2:14][C:15]([CH3:19])([CH3:18])[CH2:16][OH:17].Cl. (3) Given the product [F:1][C:2]1[C:11]([F:12])=[C:10]2[C:5]([CH2:6][CH2:7][CH:8]([CH2:13][CH2:14][CH2:15][CH2:16][CH3:17])[O:9]2)=[C:4]2[CH2:18][CH:19]([CH3:21])[O:20][C:3]=12, predict the reactants needed to synthesize it. The reactants are: [F:1][C:2]1[C:11]([F:12])=[C:10]2[C:5]([CH2:6][CH2:7][CH:8]([CH2:13][CH2:14][CH2:15][CH2:16][CH3:17])[O:9]2)=[C:4]2[CH:18]=[C:19]([CH3:21])[O:20][C:3]=12. (4) Given the product [C:1]([N:9]1[CH2:22][CH2:21][C:20]2[C:19]3[CH:18]=[C:17]([C:26]4[CH:31]=[CH:30][CH:29]=[CH:28][CH:27]=4)[CH:16]=[CH:15][C:14]=3[NH:13][C:12]=2[CH2:11][CH2:10]1)(=[O:8])[C:2]1[CH:7]=[CH:6][CH:5]=[CH:4][CH:3]=1, predict the reactants needed to synthesize it. The reactants are: [C:1]([N:9]1[CH2:22][CH2:21][C:20]2[C:19]3[CH:18]=[C:17](Br)[CH:16]=[CH:15][C:14]=3[NH:13][C:12]=2[CH2:11][CH2:10]1)(=[O:8])[C:2]1[CH:7]=[CH:6][CH:5]=[CH:4][CH:3]=1.CO[C:26]1[CH:31]=[CH:30][C:29](B(O)O)=[CH:28][CH:27]=1.CCOC(C)=O.CCCCCCC. (5) Given the product [OH:40][C@H:37]1[CH2:38][CH2:39][N:35]([CH2:30][C:28]2[C:27]([CH3:32])=[N:26][N:25]([C:23]3[C:22]([CH3:33])=[CH:21][N:20]=[C:19]([NH:18][C:4]4[C:3]([O:2][CH3:1])=[CH:8][C:7]([N:9]5[CH2:14][CH2:13][O:12][CH2:11][CH2:10]5)=[C:6]([NH:15][C:3](=[O:2])[CH:4]=[CH2:5])[CH:5]=4)[N:24]=3)[CH:29]=2)[CH2:36]1, predict the reactants needed to synthesize it. The reactants are: [CH3:1][O:2][C:3]1[CH:8]=[C:7]([N:9]2[CH2:14][CH2:13][O:12][CH2:11][CH2:10]2)[C:6]([N+:15]([O-])=O)=[CH:5][C:4]=1[NH:18][C:19]1[N:24]=[C:23]([N:25]2[CH:29]=[C:28]([CH:30]=O)[C:27]([CH3:32])=[N:26]2)[C:22]([CH3:33])=[CH:21][N:20]=1.Cl.[NH:35]1[CH2:39][CH2:38][C@H:37]([OH:40])[CH2:36]1. (6) Given the product [Cl:17][C:18]1[CH:25]=[CH:24][C:21]([CH2:22][NH:23][C:8]([C:6]2[C:5](=[O:13])[C:4]3[CH:14]=[CH:15][O:16][C:3]=3[N:2]([CH3:1])[CH:7]=2)=[O:10])=[CH:20][CH:19]=1, predict the reactants needed to synthesize it. The reactants are: [CH3:1][N:2]1[CH:7]=[C:6]([C:8]([O:10]CC)=O)[C:5](=[O:13])[C:4]2[CH:14]=[CH:15][O:16][C:3]1=2.[Cl:17][C:18]1[CH:25]=[CH:24][C:21]([CH2:22][NH2:23])=[CH:20][CH:19]=1. (7) Given the product [CH2:11]([C@H:18]1[CH2:19][N:20]([C:24]2[CH:29]=[CH:28][C:27]([O:30][CH:31]([F:32])[F:33])=[C:26]([O:34][CH:35]3[CH2:38][CH2:37][CH2:36]3)[CH:25]=2)[CH2:21][CH2:22][N:23]1[C:8](=[O:10])[CH2:7][C:2]1[N:1]=[CH:6][CH:5]=[CH:4][N:3]=1)[C:12]1[CH:13]=[CH:14][CH:15]=[CH:16][CH:17]=1, predict the reactants needed to synthesize it. The reactants are: [N:1]1[CH:6]=[CH:5][CH:4]=[N:3][C:2]=1[CH2:7][C:8]([OH:10])=O.[CH2:11]([C@@H:18]1[NH:23][CH2:22][CH2:21][N:20]([C:24]2[CH:29]=[CH:28][C:27]([O:30][CH:31]([F:33])[F:32])=[C:26]([O:34][CH:35]3[CH2:38][CH2:37][CH2:36]3)[CH:25]=2)[CH2:19]1)[C:12]1[CH:17]=[CH:16][CH:15]=[CH:14][CH:13]=1. (8) Given the product [F:9][C:4]1[CH:3]=[C:2]([NH:1][C:17]([CH3:19])([CH3:16])[C:14]#[N:15])[CH:7]=[CH:6][C:5]=1[OH:8], predict the reactants needed to synthesize it. The reactants are: [NH2:1][C:2]1[CH:7]=[CH:6][C:5]([OH:8])=[C:4]([F:9])[CH:3]=1.C[Si]([C:14]#[N:15])(C)C.[CH3:16][C:17]([CH3:19])=O. (9) Given the product [Br:7][C:6]1[CH:5]=[C:4]([Br:8])[S:3][C:2]=1[C:21]([OH:22])([CH3:23])[CH3:20], predict the reactants needed to synthesize it. The reactants are: Br[C:2]1[S:3][C:4]([Br:8])=[CH:5][C:6]=1[Br:7].CCCCCC.[Li]CCCC.[CH3:20][C:21]([CH3:23])=[O:22]. (10) Given the product [CH2:3]([N:5]1[C:9]([CH2:10][OH:11])=[CH:8][CH:7]=[N:6]1)[CH3:4], predict the reactants needed to synthesize it. The reactants are: [BH4-].[Na+].[CH2:3]([N:5]1[C:9]([CH:10]=[O:11])=[CH:8][CH:7]=[N:6]1)[CH3:4].